This data is from Forward reaction prediction with 1.9M reactions from USPTO patents (1976-2016). The task is: Predict the product of the given reaction. (1) The product is: [N+:1]([C:4]1[CH:13]=[C:12]([C:14]([OH:16])=[O:15])[CH:11]=[CH:10][C:5]=1[C:6]([O:8][CH3:9])=[O:7])([O-:3])=[O:2]. Given the reactants [N+:1]([C:4]1[CH:13]=[C:12]([C:14]([O:16]C)=[O:15])[CH:11]=[CH:10][C:5]=1[C:6]([O:8][CH3:9])=[O:7])([O-:3])=[O:2].[OH-].[Na+], predict the reaction product. (2) Given the reactants [OH:1][CH2:2][CH2:3][NH:4][C:5]([C:7]1[CH:16]=[CH:15][C:14]2[C:9](=[CH:10][CH:11]=[CH:12][CH:13]=2)[CH:8]=1)=[O:6].O=CCCCNC(C1CCCCC1)=O, predict the reaction product. The product is: [O:1]=[CH:2][CH2:3][NH:4][C:5]([C:7]1[CH:16]=[CH:15][C:14]2[C:9](=[CH:10][CH:11]=[CH:12][CH:13]=2)[CH:8]=1)=[O:6].